This data is from NCI-60 drug combinations with 297,098 pairs across 59 cell lines. The task is: Regression. Given two drug SMILES strings and cell line genomic features, predict the synergy score measuring deviation from expected non-interaction effect. (1) Drug 1: CC(CN1CC(=O)NC(=O)C1)N2CC(=O)NC(=O)C2. Drug 2: C(CCl)NC(=O)N(CCCl)N=O. Cell line: MCF7. Synergy scores: CSS=8.44, Synergy_ZIP=-1.68, Synergy_Bliss=4.91, Synergy_Loewe=-4.15, Synergy_HSA=0.582. (2) Drug 1: C1=CC=C(C(=C1)C(C2=CC=C(C=C2)Cl)C(Cl)Cl)Cl. Drug 2: COCCOC1=C(C=C2C(=C1)C(=NC=N2)NC3=CC=CC(=C3)C#C)OCCOC.Cl. Cell line: HOP-62. Synergy scores: CSS=20.6, Synergy_ZIP=-3.59, Synergy_Bliss=-7.44, Synergy_Loewe=-8.34, Synergy_HSA=-3.79. (3) Drug 1: CC1=C(C=C(C=C1)NC(=O)C2=CC=C(C=C2)CN3CCN(CC3)C)NC4=NC=CC(=N4)C5=CN=CC=C5. Drug 2: C1=NC(=NC(=O)N1C2C(C(C(O2)CO)O)O)N. Cell line: NCIH23. Synergy scores: CSS=-1.99, Synergy_ZIP=-1.89, Synergy_Bliss=-5.61, Synergy_Loewe=-11.0, Synergy_HSA=-8.03.